This data is from Reaction yield outcomes from USPTO patents with 853,638 reactions. The task is: Predict the reaction yield, written as a fraction of the theoretical maximum amount of product (1.0 means a 100% yield; for example, 0.34 means a 34% yield). (1) The reactants are [NH2:1][C:2]1[CH:11]=[C:10]([C:12]2[C:21]3[C:16](=[CH:17][C:18]([O:27][CH2:28][CH3:29])=[C:19]4[O:24][C:23]([CH3:26])([CH3:25])[CH2:22][C:20]4=3)[CH2:15][C:14]([CH3:31])([CH3:30])[N:13]=2)[CH:9]=[CH:8][C:3]=1[C:4]([NH:6][CH3:7])=[O:5].C(N(CC)CC)C.[C:39](Cl)(=[O:46])[C:40]1[CH:45]=[CH:44][CH:43]=[CH:42][CH:41]=1.C(=O)([O-])O.[Na+]. The catalyst is O1CCCC1. The product is [C:39]([NH:1][C:2]1[CH:11]=[C:10]([C:12]2[C:21]3[C:16](=[CH:17][C:18]([O:27][CH2:28][CH3:29])=[C:19]4[O:24][C:23]([CH3:26])([CH3:25])[CH2:22][C:20]4=3)[CH2:15][C:14]([CH3:30])([CH3:31])[N:13]=2)[CH:9]=[CH:8][C:3]=1[C:4]([NH:6][CH3:7])=[O:5])(=[O:46])[C:40]1[CH:45]=[CH:44][CH:43]=[CH:42][CH:41]=1. The yield is 0.510. (2) The reactants are [CH3:1][O:2][C:3]1[CH:4]=[C:5]2[C:10](=[CH:11][C:12]=1[O:13][CH3:14])[N:9]=[CH:8][N:7]=[C:6]2[O:15][C:16]1[CH:22]=[CH:21][C:19]([NH2:20])=[CH:18][CH:17]=1.C1(C)C=CC=CC=1.C(N(CC)CC)C.ClC(Cl)(O[C:41](=[O:47])[O:42][C:43](Cl)(Cl)Cl)Cl.[CH3:49][O:50][C:51]1[CH:61]=[CH:60][CH:59]=[CH:58][C:52]=1[O:53][CH2:54][CH2:55]CO. The catalyst is C(Cl)Cl. The product is [CH3:1][O:2][C:3]1[CH:4]=[C:5]2[C:10](=[CH:11][C:12]=1[O:13][CH3:14])[N:9]=[CH:8][N:7]=[C:6]2[O:15][C:16]1[CH:22]=[CH:21][C:19]([NH:20][C:41](=[O:47])[O:42][CH2:43][CH2:55][CH2:54][O:53][C:52]2[CH:58]=[CH:59][CH:60]=[CH:61][C:51]=2[O:50][CH3:49])=[CH:18][CH:17]=1. The yield is 0.350. (3) The reactants are [CH3:1][O:2][C:3](=[O:25])[CH2:4][CH2:5][CH:6]([NH:10][C:11]([C:13]1[CH:18]=[CH:17][C:16]([C:19]2[CH:24]=[CH:23][CH:22]=[CH:21][CH:20]=2)=[CH:15][CH:14]=1)=[O:12])[C:7]([OH:9])=O.CCN=C=NCCCN(C)C.[NH2:37][CH2:38][CH2:39][CH2:40][CH2:41][OH:42].CCN(CC)CC. The catalyst is CN(C=O)C.CN(C1C=CN=CC=1)C.O. The product is [CH3:1][O:2][C:3](=[O:25])[CH2:4][CH2:5][CH:6]([NH:10][C:11]([C:13]1[CH:14]=[CH:15][C:16]([C:19]2[CH:20]=[CH:21][CH:22]=[CH:23][CH:24]=2)=[CH:17][CH:18]=1)=[O:12])[C:7](=[O:9])[NH:37][CH2:38][CH2:39][CH2:40][CH2:41][OH:42]. The yield is 0.470. (4) The reactants are [NH2:1][C:2]1[CH:10]=[CH:9][C:5]([CH2:6][C:7]#[N:8])=[CH:4][CH:3]=1. The catalyst is O. The product is [CH3:5][C:4]1[N:1]([C:2]2[CH:10]=[CH:9][C:5]([CH2:6][C:7]#[N:8])=[CH:4][CH:3]=2)[C:10]([CH3:9])=[CH:2][CH:3]=1. The yield is 0.340. (5) The reactants are [C:1]1([N:7]([C:27]2[CH:32]=[CH:31][CH:30]=[CH:29][CH:28]=2)[C:8]2[CH:13]=[CH:12][C:11]([C:14]3[CH:19]=[CH:18][C:17]([C:20]4[CH:25]=[CH:24][N:23]=[C:22]([NH2:26])[N:21]=4)=[CH:16][CH:15]=3)=[CH:10][CH:9]=2)[CH:6]=[CH:5][CH:4]=[CH:3][CH:2]=1.[OH-].[Na+].[CH2:35](Br)[C:36]1[CH:41]=[CH:40][CH:39]=[CH:38][CH:37]=1.O. The catalyst is CS(C)=O. The product is [C:27]1([N:7]([C:1]2[CH:2]=[CH:3][CH:4]=[CH:5][CH:6]=2)[C:8]2[CH:9]=[CH:10][C:11]([C:14]3[CH:19]=[CH:18][C:17]([C:20]4[CH:25]=[CH:24][N:23]=[C:22]([N:26]([CH2:14][C:11]5[CH:12]=[CH:13][CH:8]=[CH:9][CH:10]=5)[CH2:35][C:36]5[CH:41]=[CH:40][CH:39]=[CH:38][CH:37]=5)[N:21]=4)=[CH:16][CH:15]=3)=[CH:12][CH:13]=2)[CH:28]=[CH:29][CH:30]=[CH:31][CH:32]=1. The yield is 0.810. (6) The reactants are [F:1][C:2]1[CH:3]=[C:4]([CH:6]=[CH:7][C:8]=1[CH3:9])[NH2:5].[C:10]([O-:13])(O)=[O:11].[Na+].ClC([O:18][CH2:19][C:20]1C=CC=C[CH:21]=1)=O.C(=O)=O.[Li]CCCC.C(OC[C@H]1OC1)(=O)CCC.C([O-])([O-])=O.[Cs+].[Cs+].[NH4+].[Cl-]. The catalyst is CC(=O)OCC.CC(C)=O. The product is [F:1][C:2]1[CH:3]=[C:4]([N:5]2[CH2:21][C@@H:20]([CH2:19][OH:18])[O:13][C:10]2=[O:11])[CH:6]=[CH:7][C:8]=1[CH3:9]. The yield is 0.530. (7) The reactants are [F:1][C:2]1[C:10]2[CH2:9][CH2:8][CH2:7][CH2:6][C:5]=2[N:4]2[CH2:11][CH2:12][N:13]([C:16]3[N:23]=[CH:22][CH:21]=[C:20]([C:24]4[CH:29]=[C:28]([NH:30][C:31]5[CH:36]=[CH:35][CH:34]=[CH:33][N:32]=5)[C:27](=[O:37])[N:26]([CH3:38])[CH:25]=4)[C:17]=3[CH:18]=[O:19])[C:14](=[O:15])[C:3]=12.[BH4-].[Na+]. The catalyst is CO. The product is [F:1][C:2]1[C:10]2[CH2:9][CH2:8][CH2:7][CH2:6][C:5]=2[N:4]2[CH2:11][CH2:12][N:13]([C:16]3[C:17]([CH2:18][OH:19])=[C:20]([C:24]4[CH:29]=[C:28]([NH:30][C:31]5[CH:36]=[CH:35][CH:34]=[CH:33][N:32]=5)[C:27](=[O:37])[N:26]([CH3:38])[CH:25]=4)[CH:21]=[CH:22][N:23]=3)[C:14](=[O:15])[C:3]=12. The yield is 0.260.